The task is: Predict the reactants needed to synthesize the given product.. This data is from Full USPTO retrosynthesis dataset with 1.9M reactions from patents (1976-2016). (1) Given the product [Cl:32][C:28]1[C:29]2[C:24](=[CH:23][C:22]([O:21][CH:17]3[CH2:18][CH2:19][CH2:20][NH:15][CH2:16]3)=[CH:31][CH:30]=2)[CH:25]=[CH:26][N:27]=1, predict the reactants needed to synthesize it. The reactants are: FC(F)(F)C(O)=O.C(OC([N:15]1[CH2:20][CH2:19][CH2:18][CH:17]([O:21][C:22]2[CH:23]=[C:24]3[C:29](=[CH:30][CH:31]=2)[C:28]([Cl:32])=[N:27][CH:26]=[CH:25]3)[CH2:16]1)=O)(C)(C)C. (2) Given the product [C:1]([O:5][C:6]([NH:8][C:9]1[N:14]=[CH:13][C:12]([O:15][C:16]2[CH:25]=[C:24]([N:28]3[CH2:33][CH2:32][NH:31][CH2:30][CH2:29]3)[CH:23]=[CH:22][C:17]=2[C:18]([O:20][CH3:21])=[O:19])=[CH:11][C:10]=1[F:27])=[O:7])([CH3:4])([CH3:3])[CH3:2], predict the reactants needed to synthesize it. The reactants are: [C:1]([O:5][C:6]([NH:8][C:9]1[N:14]=[CH:13][C:12]([O:15][C:16]2[CH:25]=[C:24](F)[CH:23]=[CH:22][C:17]=2[C:18]([O:20][CH3:21])=[O:19])=[CH:11][C:10]=1[F:27])=[O:7])([CH3:4])([CH3:3])[CH3:2].[NH:28]1[CH2:33][CH2:32][NH:31][CH2:30][CH2:29]1.ClCCl. (3) Given the product [CH3:26][N:2]([CH3:1])[C:3]([C:5]1[C:15]([CH2:16][CH2:17][C@@H:18]([OH:24])[C:19]2[S:20][CH:21]=[CH:22][CH:23]=2)=[C:14]([OH:25])[C:8]2[N:9]=[C:10]([CH3:13])[N:11]([CH3:12])[C:7]=2[CH:6]=1)=[O:4], predict the reactants needed to synthesize it. The reactants are: [CH3:1][N:2]([CH3:26])[C:3]([C:5]1[C:15]([CH2:16][CH2:17][C:18](=[O:24])[C:19]2[S:20][CH:21]=[CH:22][CH:23]=2)=[C:14]([OH:25])[C:8]2[N:9]=[C:10]([CH3:13])[N:11]([CH3:12])[C:7]=2[CH:6]=1)=[O:4].CC([O-])(C)C.[K+]. (4) Given the product [CH2:1]([N:8]1[CH2:13][CH2:12][C:11]([C:47]2[CH:52]=[CH:51][C:50]([Cl:53])=[CH:49][C:48]=2[C:54]#[C:55][C:56]([O:57][CH2:58][CH3:59])([O:63][CH2:64][CH3:65])[O:60][CH2:61][CH3:62])([C:14]([O:16][CH2:17][CH3:18])=[O:15])[CH2:10][CH2:9]1)[C:2]1[CH:3]=[CH:4][CH:5]=[CH:6][CH:7]=1, predict the reactants needed to synthesize it. The reactants are: [CH2:1]([N:8]1[CH2:13][CH2:12][CH:11]([C:14]([O:16][CH2:17][CH3:18])=[O:15])[CH2:10][CH2:9]1)[C:2]1[CH:7]=[CH:6][CH:5]=[CH:4][CH:3]=1.[Li]N(C1CCCCC1)C1CCCCC1.P(C(C)(C)C)(C(C)(C)C)C(C)(C)C.Br[C:47]1[CH:52]=[CH:51][C:50]([Cl:53])=[CH:49][C:48]=1[C:54]#[C:55][C:56]([O:63][CH2:64][CH3:65])([O:60][CH2:61][CH3:62])[O:57][CH2:58][CH3:59]. (5) Given the product [CH3:1][N:2]([CH3:35])[C@H:3]1[CH2:8][CH2:7][C@H:6]([N:9]([CH2:33][CH3:34])[C:10]2[C:11]([CH3:32])=[C:12]([C:29]([NH:44][CH2:43][C:42]3[C:38]([O:37][CH3:36])=[N:39][N:40]([CH3:46])[C:41]=3[CH3:45])=[O:31])[CH:13]=[C:14]([C:16]3[CH:21]=[CH:20][C:19]([CH2:22][N:23]4[CH2:24][CH2:25][O:26][CH2:27][CH2:28]4)=[CH:18][CH:17]=3)[CH:15]=2)[CH2:5][CH2:4]1, predict the reactants needed to synthesize it. The reactants are: [CH3:1][N:2]([CH3:35])[C@H:3]1[CH2:8][CH2:7][C@H:6]([N:9]([CH2:33][CH3:34])[C:10]2[C:11]([CH3:32])=[C:12]([C:29]([OH:31])=O)[CH:13]=[C:14]([C:16]3[CH:21]=[CH:20][C:19]([CH2:22][N:23]4[CH2:28][CH2:27][O:26][CH2:25][CH2:24]4)=[CH:18][CH:17]=3)[CH:15]=2)[CH2:5][CH2:4]1.[CH3:36][O:37][C:38]1[C:42]([CH2:43][NH2:44])=[C:41]([CH3:45])[N:40]([CH3:46])[N:39]=1.C(N(CC)CC)C.C1CN([P+](ON2N=NC3C=CC=CC2=3)(N2CCCC2)N2CCCC2)CC1.F[P-](F)(F)(F)(F)F. (6) The reactants are: [C:1]([O:4][CH2:5][CH2:6][NH:7][C:8](=[O:23])[C@@H:9]([NH2:22])[CH2:10][C:11]1[CH:16]=[CH:15][C:14]([O:17][C:18]([F:21])([F:20])[F:19])=[CH:13][CH:12]=1)(=[O:3])[CH3:2].[F:24][C:25]([F:43])([F:42])[C:26]1[CH:41]=[CH:40][C:29]([O:30][C:31]2[CH:39]=[CH:38][C:34]([C:35](O)=[O:36])=[CH:33][CH:32]=2)=[CH:28][CH:27]=1. Given the product [C:1]([O:4][CH2:5][CH2:6][NH:7][C:8](=[O:23])[C@@H:9]([NH:22][C:35](=[O:36])[C:34]1[CH:38]=[CH:39][C:31]([O:30][C:29]2[CH:40]=[CH:41][C:26]([C:25]([F:24])([F:42])[F:43])=[CH:27][CH:28]=2)=[CH:32][CH:33]=1)[CH2:10][C:11]1[CH:16]=[CH:15][C:14]([O:17][C:18]([F:21])([F:19])[F:20])=[CH:13][CH:12]=1)(=[O:3])[CH3:2], predict the reactants needed to synthesize it.